This data is from Peptide-MHC class I binding affinity with 185,985 pairs from IEDB/IMGT. The task is: Regression. Given a peptide amino acid sequence and an MHC pseudo amino acid sequence, predict their binding affinity value. This is MHC class I binding data. (1) The peptide sequence is RDYVDRFFKTL. The MHC is HLA-A03:01 with pseudo-sequence HLA-A03:01. The binding affinity (normalized) is 0. (2) The peptide sequence is CTFMIITSTK. The MHC is HLA-B07:02 with pseudo-sequence HLA-B07:02. The binding affinity (normalized) is 0.259. (3) The peptide sequence is RLKPVGSAY. The MHC is HLA-B40:01 with pseudo-sequence HLA-B40:01. The binding affinity (normalized) is 0.0847. (4) The peptide sequence is YRGEYRQSR. The MHC is HLA-A68:02 with pseudo-sequence HLA-A68:02. The binding affinity (normalized) is 0.0847. (5) The peptide sequence is SAEVVTLWY. The MHC is HLA-A02:19 with pseudo-sequence HLA-A02:19. The binding affinity (normalized) is 0.0847.